From a dataset of Reaction yield outcomes from USPTO patents with 853,638 reactions. Predict the reaction yield, written as a fraction of the theoretical maximum amount of product (1.0 means a 100% yield; for example, 0.34 means a 34% yield). The reactants are Br[C:2]1[C:10]2[N:9]=[C:8]([CH2:11][CH:12]3[CH2:17][CH2:16][CH2:15][CH2:14][N:13]3[C:18]([C:20]3[N:21]=[C:22]([CH3:32])[S:23][C:24]=3[C:25]3[CH:30]=[CH:29][C:28]([F:31])=[CH:27][CH:26]=3)=[O:19])[NH:7][C:6]=2[CH:5]=[CH:4][CH:3]=1.[Cu][C:34]#[N:35].O. The catalyst is CN1CCCC1=O. The product is [C:34]([C:2]1[C:10]2[N:9]=[C:8]([CH2:11][CH:12]3[CH2:17][CH2:16][CH2:15][CH2:14][N:13]3[C:18]([C:20]3[N:21]=[C:22]([CH3:32])[S:23][C:24]=3[C:25]3[CH:26]=[CH:27][C:28]([F:31])=[CH:29][CH:30]=3)=[O:19])[NH:7][C:6]=2[CH:5]=[CH:4][CH:3]=1)#[N:35]. The yield is 0.0300.